This data is from Reaction yield outcomes from USPTO patents with 853,638 reactions. The task is: Predict the reaction yield, written as a fraction of the theoretical maximum amount of product (1.0 means a 100% yield; for example, 0.34 means a 34% yield). (1) The reactants are ClC1C=CC=CC=1NC(=O)NC1C=CC(C2C=C3C(CN([C@@H](C(C)C)C(O)=O)C3=O)=CC=2)=NC=1.[F:35][C:36]1[CH:37]=[C:38]([NH:43][C:44](=[O:74])[NH:45][C:46]2[CH:51]=[CH:50][C:49]([C:52]3[CH:60]=[C:59]4[C:55]([CH2:56][N:57]([C@@H:62]([CH:67]([CH3:69])[CH3:68])[C:63]([O:65]C)=[O:64])[C:58]4=[O:61])=[CH:54][CH:53]=3)=[C:48]([C:70]([F:73])([F:72])[F:71])[CH:47]=2)[CH:39]=[CH:40][C:41]=1[F:42]. No catalyst specified. The product is [F:35][C:36]1[CH:37]=[C:38]([NH:43][C:44](=[O:74])[NH:45][C:46]2[CH:51]=[CH:50][C:49]([C:52]3[CH:60]=[C:59]4[C:55]([CH2:56][N:57]([C@@H:62]([CH:67]([CH3:69])[CH3:68])[C:63]([OH:65])=[O:64])[C:58]4=[O:61])=[CH:54][CH:53]=3)=[C:48]([C:70]([F:73])([F:71])[F:72])[CH:47]=2)[CH:39]=[CH:40][C:41]=1[F:42]. The yield is 0.870. (2) The reactants are [CH:1]1([C@@H:4]([C:9]2[CH:14]=[CH:13][CH:12]=[C:11]([O:15][CH2:16][C:17]3[CH:22]=[CH:21][C:20]([C:23]4[CH:28]=[C:27]([O:29][CH3:30])[CH:26]=[CH:25][C:24]=4[F:31])=[C:19]([C@H:32](F)[C:33]([CH3:36])([CH3:35])[CH3:34])[CH:18]=3)[C:10]=2[F:38])[CH2:5][C:6]([OH:8])=[O:7])[CH2:3][CH2:2]1.C1([C@@H](C2C=CC=C(OCC3C=CC(C4C=C(OC)C=CC=4F)=C([C@@H](F)C(C)(C)C)C=3)C=2F)C[C:44](O)=[O:45])CC1.C1([C@H](C2C=CC=C(OCC3C=CC(C4C=C(OC)C=CC=4F)=C([C@H](F)C(C)(C)C)C=3)C=2F)CC(O)=O)CC1.C1([C@H](C2C=CC=C(OCC3C=CC(C4C=C(OC)C=CC=4F)=C([C@@H](F)C(C)(C)C)C=3)C=2F)CC(O)=O)CC1. No catalyst specified. The product is [CH:1]1([C@H:4]([C:9]2[CH:14]=[CH:13][CH:12]=[C:11]([O:15][CH2:16][C:17]3[CH:22]=[CH:21][C:20]([C:23]4[CH:28]=[C:27]([O:29][CH3:30])[CH:26]=[CH:25][C:24]=4[F:31])=[C:19]([C@@H:32]([O:45][CH3:44])[C:33]([CH3:34])([CH3:35])[CH3:36])[CH:18]=3)[C:10]=2[F:38])[CH2:5][C:6]([OH:8])=[O:7])[CH2:2][CH2:3]1. The yield is 0.880. (3) The reactants are [NH2:1][C:2]1[CH:3]=[C:4]([CH:21]=[CH:22][CH:23]=1)[O:5][C:6]1[CH:7]=[CH:8][C:9]2[N:10]([CH:12]=[C:13]([NH:15][C:16]([CH:18]3[CH2:20][CH2:19]3)=[O:17])[N:14]=2)[N:11]=1.[CH2:24]([S:26]([C:29]1[S:33][C:32]([C:34](O)=[O:35])=[CH:31][CH:30]=1)(=[O:28])=[O:27])[CH3:25].Cl.CN(C)CCCN=C=NCC.ON1C2C=CC=CC=2N=N1. The catalyst is CN(C)C=O. The product is [CH:18]1([C:16]([NH:15][C:13]2[N:14]=[C:9]3[CH:8]=[CH:7][C:6]([O:5][C:4]4[CH:3]=[C:2]([NH:1][C:34]([C:32]5[S:33][C:29]([S:26]([CH2:24][CH3:25])(=[O:28])=[O:27])=[CH:30][CH:31]=5)=[O:35])[CH:23]=[CH:22][CH:21]=4)=[N:11][N:10]3[CH:12]=2)=[O:17])[CH2:20][CH2:19]1. The yield is 0.710. (4) The catalyst is CCOC(C)=O. The yield is 0.810. The product is [C:1]([O:5][C:6](=[O:27])[NH:7][C@@H:8]([C:12]1[CH:17]=[C:16]([C:18]2[N:22]([CH:23]([F:25])[F:24])[N:21]=[CH:20][C:19]=2[NH:26][C:30](=[O:31])[CH:29]([CH3:28])[CH:33]=[CH2:34])[CH:15]=[CH:14][N:13]=1)[CH2:9][CH:10]=[CH2:11])([CH3:2])([CH3:3])[CH3:4]. The reactants are [C:1]([O:5][C:6](=[O:27])[NH:7][C@@H:8]([C:12]1[CH:17]=[C:16]([C:18]2[N:22]([CH:23]([F:25])[F:24])[N:21]=[CH:20][C:19]=2[NH2:26])[CH:15]=[CH:14][N:13]=1)[CH2:9][CH:10]=[CH2:11])([CH3:4])([CH3:3])[CH3:2].[CH3:28][CH:29]([CH:33]=[CH2:34])[C:30](O)=[O:31].N1C=CC=CC=1.C(P1(=O)OP(=O)(CCC)OP(=O)(CCC)O1)CC. (5) The reactants are COC(=O)[C@H](CO)N[O:6][Si:7]([C:20]([CH3:23])([CH3:22])[CH3:21])([C:14]1[CH:19]=[CH:18][CH:17]=[CH:16][CH:15]=1)[C:8]1[CH:13]=[CH:12][CH:11]=[CH:10][CH:9]=1.[C:27](=[S:29])=S.C([N:32]([CH2:35][CH3:36])CC)C.Cl[C:38]([O:40][CH2:41]C)=[O:39]. The catalyst is C(Cl)Cl.CO. The product is [CH3:41][O:40][C:38](=[O:39])[C@@H:35]([N:32]=[C:27]=[S:29])[CH2:36][O:6][Si:7]([C:20]([CH3:21])([CH3:23])[CH3:22])([C:14]1[CH:15]=[CH:16][CH:17]=[CH:18][CH:19]=1)[C:8]1[CH:9]=[CH:10][CH:11]=[CH:12][CH:13]=1. The yield is 0.670. (6) The product is [Cl:9][C:8]1[CH:7]=[CH:6][CH:5]=[C:4]([CH2:10][N:11]([CH2:14][CH3:15])[CH2:12][CH3:13])[C:3]=1[CH2:2][S:23][C:21]1[N:20]=[C:19]([OH:24])[CH:18]=[C:17]([CH3:16])[N:22]=1. The yield is 0.390. The catalyst is C(O)C. The reactants are Br[CH2:2][C:3]1[C:8]([Cl:9])=[CH:7][CH:6]=[CH:5][C:4]=1[CH2:10][N:11]([CH2:14][CH3:15])[CH2:12][CH3:13].[CH3:16][C:17]1[N:22]=[C:21]([SH:23])[N:20]=[C:19]([OH:24])[CH:18]=1.C(N(CC)CC)C.